Dataset: Forward reaction prediction with 1.9M reactions from USPTO patents (1976-2016). Task: Predict the product of the given reaction. (1) Given the reactants [CH3:1][O:2][C:3]1[CH:13]=[CH:12][C:6]2[CH:7]=[C:8]([C:10]#N)[O:9][C:5]=2[CH:4]=1.[O:14]1CCCC1.[CH:19]1([Mg]Br)[CH2:24][CH2:23][CH2:22][CH2:21][CH2:20]1.[Cl-].[NH4+], predict the reaction product. The product is: [CH:19]1([C:10]([C:8]2[O:9][C:5]3[CH:4]=[C:3]([O:2][CH3:1])[CH:13]=[CH:12][C:6]=3[CH:7]=2)=[O:14])[CH2:24][CH2:23][CH2:22][CH2:21][CH2:20]1. (2) Given the reactants [N+:1]([C:4]1[CH:5]=[N:6][C:7]2[C:12]([C:13]=1O)=[CH:11][CH:10]=[CH:9][CH:8]=2)([O-:3])=[O:2].S(Cl)(Cl)=O.[C:19]([O:23][C:24](=[O:30])[NH:25][CH2:26][CH2:27][CH2:28][NH2:29])([CH3:22])([CH3:21])[CH3:20].C(=O)(O)[O-].[Na+], predict the reaction product. The product is: [C:19]([O:23][C:24](=[O:30])[NH:25][CH2:26][CH2:27][CH2:28][NH:29][C:13]1[C:12]2[C:7](=[CH:8][CH:9]=[CH:10][CH:11]=2)[N:6]=[CH:5][C:4]=1[N+:1]([O-:3])=[O:2])([CH3:22])([CH3:20])[CH3:21].